From a dataset of Forward reaction prediction with 1.9M reactions from USPTO patents (1976-2016). Predict the product of the given reaction. (1) Given the reactants [Cl:1][C:2]1[CH:3]=[C:4]([C:9]2([C:25]([F:28])([F:27])[F:26])[O:13][N:12]=[C:11]([C:14]3[CH:19]=[CH:18][C:17]([C:20]4([F:24])[CH2:23][NH:22][CH2:21]4)=[CH:16][CH:15]=3)[CH2:10]2)[CH:5]=[C:6]([Cl:8])[CH:7]=1.C(N(CC)CC)C.[C:36](OC(=O)C)(=[O:38])[CH3:37], predict the reaction product. The product is: [Cl:1][C:2]1[CH:3]=[C:4]([C:9]2([C:25]([F:27])([F:26])[F:28])[O:13][N:12]=[C:11]([C:14]3[CH:19]=[CH:18][C:17]([C:20]4([F:24])[CH2:23][N:22]([C:36](=[O:38])[CH3:37])[CH2:21]4)=[CH:16][CH:15]=3)[CH2:10]2)[CH:5]=[C:6]([Cl:8])[CH:7]=1. (2) Given the reactants [Cl:1][C:2]1[CH:7]=[CH:6][C:5]([C:8]2([OH:34])[CH2:13][CH2:12][N:11]([CH2:14][CH2:15][CH:16]=[C:17]3[C:27]4[C:22](=[N:23][CH:24]=[CH:25][CH:26]=4)[O:21][C:20]4[CH:28]=[CH:29][CH:30]=[C:31]([C:32]#[N:33])[C:19]=4[CH2:18]3)[CH2:10][CH2:9]2)=[CH:4][CH:3]=1.[N-:35]=[N+:36]=[N-:37].[Na+].[Cl-].[NH4+].O, predict the reaction product. The product is: [Cl:1][C:2]1[CH:7]=[CH:6][C:5]([C:8]2([OH:34])[CH2:13][CH2:12][N:11]([CH2:14][CH2:15][CH:16]=[C:17]3[C:27]4[C:22](=[N:23][CH:24]=[CH:25][CH:26]=4)[O:21][C:20]4[CH:28]=[CH:29][CH:30]=[C:31]([C:32]5[NH:37][N:36]=[N:35][N:33]=5)[C:19]=4[CH2:18]3)[CH2:10][CH2:9]2)=[CH:4][CH:3]=1.